This data is from Peptide-MHC class II binding affinity with 134,281 pairs from IEDB. The task is: Regression. Given a peptide amino acid sequence and an MHC pseudo amino acid sequence, predict their binding affinity value. This is MHC class II binding data. The peptide sequence is GELQIVDKNDAAFKI. The MHC is DRB3_0101 with pseudo-sequence DRB3_0101. The binding affinity (normalized) is 0.691.